From a dataset of Reaction yield outcomes from USPTO patents with 853,638 reactions. Predict the reaction yield, written as a fraction of the theoretical maximum amount of product (1.0 means a 100% yield; for example, 0.34 means a 34% yield). (1) The reactants are Cl[C:2]1[C:7]([F:8])=[CH:6][CH:5]=[CH:4][N:3]=1.[NH:9]1[CH2:14][CH2:13][NH:12][CH2:11][CH2:10]1. The catalyst is C(O)CCC. The product is [F:8][C:7]1[C:2]([N:9]2[CH2:14][CH2:13][NH:12][CH2:11][CH2:10]2)=[N:3][CH:4]=[CH:5][CH:6]=1. The yield is 0.730. (2) The reactants are C([NH:4][C@H:5]([CH2:9][C:10]1[CH:15]=[CH:14][C:13]([C:16]([F:19])([F:18])[F:17])=[CH:12][CH:11]=1)[C:6]([OH:8])=[O:7])(=O)C.[CH3:32][C:31]([O:30][C:28](O[C:28]([O:30][C:31]([CH3:34])([CH3:33])[CH3:32])=[O:29])=[O:29])([CH3:34])[CH3:33]. The catalyst is Cl.CC(C)=O. The product is [C:31]([O:30][C:28]([NH:4][C@H:5]([CH2:9][C:10]1[CH:15]=[CH:14][C:13]([C:16]([F:17])([F:18])[F:19])=[CH:12][CH:11]=1)[C:6]([OH:8])=[O:7])=[O:29])([CH3:32])([CH3:33])[CH3:34]. The yield is 0.810. (3) The reactants are N1C2[C:4](=[CH:5][C:6]([C:10]([OH:12])=[O:11])=[CH:7]C=2)C=C1.Cl[N:14]1[C:18](=O)[CH2:17][CH2:16][C:15]1=O.[Cl:21]CCl. The catalyst is CN(C=O)C. The product is [Cl:21][C:16]1[C:17]2[C:18](=[CH:7][C:6]([C:10]([OH:12])=[O:11])=[CH:5][CH:4]=2)[NH:14][CH:15]=1. The yield is 0.720. (4) The reactants are [C:1]1(/[C:7](=[CH:18]\[F:19])/[CH2:8][N:9](C(OC(C)(C)C)=O)[NH2:10])[CH:6]=[CH:5][CH:4]=[CH:3][CH:2]=1.[ClH:20].O1CCOCC1. The catalyst is CO. The product is [ClH:20].[F:19]/[CH:18]=[C:7](\[C:1]1[CH:6]=[CH:5][CH:4]=[CH:3][CH:2]=1)/[CH2:8][NH:9][NH2:10]. The yield is 0.530. (5) The reactants are C[O:2][C:3]([CH:5]1[CH:9]([O:10][Si:11]([C:14]([CH3:17])([CH3:16])[CH3:15])([CH3:13])[CH3:12])[CH2:8][CH2:7][N:6]1[C:18]([O:20][C:21]([CH3:24])([CH3:23])[CH3:22])=[O:19])=O.[Li+].[BH4-]. The catalyst is C1COCC1.CO. The product is [C:21]([O:20][C:18]([N:6]1[CH2:7][CH2:8][CH:9]([O:10][Si:11]([C:14]([CH3:17])([CH3:16])[CH3:15])([CH3:13])[CH3:12])[CH:5]1[CH2:3][OH:2])=[O:19])([CH3:24])([CH3:23])[CH3:22]. The yield is 0.870. (6) The reactants are [CH3:1][C@@H:2]([NH:13][CH2:14][CH2:15][CH2:16][C:17]1[CH:18]=[CH:19][CH:20]=[C:21]([C:23]([F:26])([F:25])[F:24])[CH:22]=1)[C:3]1[CH:4]=[CH:5][CH:6]=[C:7]2[CH:12]=[CH:11][CH:10]=[CH:9][C:8]=12.[ClH:27]. The catalyst is C(#N)C. The product is [CH3:1][C@@H:2]([NH:13][CH2:14][CH2:15][CH2:16][C:17]1[CH:18]=[CH:19][CH:20]=[C:21]([C:23]([F:24])([F:25])[F:26])[CH:22]=1)[C:3]1[CH:4]=[CH:5][CH:6]=[C:7]2[CH:12]=[CH:11][CH:10]=[CH:9][C:8]=12.[ClH:27]. The yield is 0.540. (7) The reactants are [CH3:1][NH:2][S:3]([CH2:6][CH2:7][C:8]1[CH:13]=[CH:12][C:11]([NH2:14])=[C:10]([C:15]2[CH2:20][CH2:19][C:18]([CH3:22])([CH3:21])[CH2:17][CH:16]=2)[CH:9]=1)(=[O:5])=[O:4].C1CN([P+](Br)(N2CCCC2)N2CCCC2)CC1.F[P-](F)(F)(F)(F)F.[K+].[C:48]([C:50]1[N:51]=[C:52]([C:63]([O-])=[O:64])[N:53]([CH2:55][O:56][CH2:57][CH2:58][Si:59]([CH3:62])([CH3:61])[CH3:60])[CH:54]=1)#[N:49].CCN(C(C)C)C(C)C. The catalyst is C(Cl)Cl. The product is [CH3:21][C:18]1([CH3:22])[CH2:19][CH2:20][C:15]([C:10]2[CH:9]=[C:8]([CH2:7][CH2:6][S:3](=[O:4])(=[O:5])[NH:2][CH3:1])[CH:13]=[CH:12][C:11]=2[NH:14][C:63]([C:52]2[N:53]([CH2:55][O:56][CH2:57][CH2:58][Si:59]([CH3:62])([CH3:61])[CH3:60])[CH:54]=[C:50]([C:48]#[N:49])[N:51]=2)=[O:64])=[CH:16][CH2:17]1. The yield is 0.830.